From a dataset of Full USPTO retrosynthesis dataset with 1.9M reactions from patents (1976-2016). Predict the reactants needed to synthesize the given product. (1) Given the product [CH3:9][O:8][C:7]1[CH:6]=[CH:5][C:4]([C:10]2[CH:15]=[CH:14][CH:13]=[C:12]([CH2:16][C:17]([O:19][CH3:20])=[O:18])[CH:11]=2)=[CH:3][C:2]=1[O:1][CH2:34][CH:33]1[CH2:29][O:32]1, predict the reactants needed to synthesize it. The reactants are: [OH:1][C:2]1[CH:3]=[C:4]([C:10]2[CH:15]=[CH:14][CH:13]=[C:12]([CH2:16][C:17]([O:19][CH3:20])=[O:18])[CH:11]=2)[CH:5]=[CH:6][C:7]=1[O:8][CH3:9].[F-].[Cs+].C(=O)([O-])[O-].[K+].[K+].[C:29]([O:32][CH2:33][CH3:34])(=O)C. (2) Given the product [C:1]([CH:5]1[CH2:10][CH2:9][CH:8]([N:11]([CH2:12][C:13]2[CH:14]=[CH:15][C:16]([C:17]([NH:19][CH2:20][C@@H:21]([OH:25])[C:22]([OH:24])=[O:23])=[O:18])=[CH:26][CH:27]=2)[C:38](=[O:39])[CH2:37][C:34]2[CH:35]=[CH:36][C:31]([O:30][C:29]([F:41])([F:28])[F:42])=[CH:32][CH:33]=2)[CH2:7][CH2:6]1)([CH3:4])([CH3:2])[CH3:3], predict the reactants needed to synthesize it. The reactants are: [C:1]([CH:5]1[CH2:10][CH2:9][CH:8]([NH:11][CH2:12][C:13]2[CH:27]=[CH:26][C:16]([C:17]([NH:19][CH2:20][C@@H:21]([OH:25])[C:22]([OH:24])=[O:23])=[O:18])=[CH:15][CH:14]=2)[CH2:7][CH2:6]1)([CH3:4])([CH3:3])[CH3:2].[F:28][C:29]([F:42])([F:41])[O:30][C:31]1[CH:36]=[CH:35][C:34]([CH2:37][C:38](O)=[O:39])=[CH:33][CH:32]=1.C(N(C(C)C)CC)(C)C.F[P-](F)(F)(F)(F)F.Br[P+](N1CCCC1)(N1CCCC1)N1CCCC1. (3) Given the product [CH2:1]([N:8]1[C:16]2[C:11](=[CH:12][C:13]([C:17]([OH:26])([C:18]([F:21])([F:19])[F:20])[C:22]([F:23])([F:24])[F:25])=[CH:14][CH:15]=2)[CH:10]=[CH:9]1)[C:2]1[CH:3]=[CH:4][CH:5]=[CH:6][CH:7]=1, predict the reactants needed to synthesize it. The reactants are: [CH2:1]([N:8]1[C:16]2[C:11](=[CH:12][C:13]([C:17]([OH:26])([C:22]([F:25])([F:24])[F:23])[C:18]([F:21])([F:20])[F:19])=[CH:14][CH:15]=2)[CH2:10][CH2:9]1)[C:2]1[CH:7]=[CH:6][CH:5]=[CH:4][CH:3]=1. (4) Given the product [F:8][C:7]1[CH:2]=[C:3]([C:10]([O:12][CH3:13])=[O:11])[NH:4][C:5](=[O:17])[CH:6]=1, predict the reactants needed to synthesize it. The reactants are: C[C:2]1[C:3]([C:10]([O:12][CH3:13])=[O:11])=[N+:4]([O-])[CH:5]=[CH:6][C:7]=1[F:8].FC(F)(F)C(OC(=O)C(F)(F)F)=[O:17]. (5) Given the product [CH2:32]([NH:1][C:2]1[C:6]2[C:7]([CH2:23][O:24][CH3:25])=[N:8][C:9]([NH:11][C:12]([NH:14][C@@H:15]([C:17]3[CH:22]=[CH:21][CH:20]=[CH:19][CH:18]=3)[CH3:16])=[O:13])=[CH:10][C:5]=2[NH:4][N:3]=1)[CH3:34], predict the reactants needed to synthesize it. The reactants are: [NH2:1][C:2]1[C:6]2[C:7]([CH2:23][O:24][CH3:25])=[N:8][C:9]([NH:11][C:12]([NH:14][C@@H:15]([C:17]3[CH:22]=[CH:21][CH:20]=[CH:19][CH:18]=3)[CH3:16])=[O:13])=[CH:10][C:5]=2[NH:4][N:3]=1.[O-]S([O-])(=O)=O.[Mg+2].[C:32](O)([C:34](F)(F)F)=O.C(=O)C.C([BH3-])#N.[Na+]. (6) Given the product [CH3:35][O:36][CH:37]1[CH2:40][N:39]([C:2]2[CH:3]=[C:4]([CH:25]=[CH:26][N:27]=2)[C:5]([NH:7][C:8]2[S:9][C:10]3[C:16]([N:17]4[CH2:22][CH2:21][O:20][CH2:19][CH2:18]4)=[CH:15][CH:14]=[C:13]([O:23][CH3:24])[C:11]=3[N:12]=2)=[O:6])[CH2:38]1, predict the reactants needed to synthesize it. The reactants are: Br[C:2]1[CH:3]=[C:4]([CH:25]=[CH:26][N:27]=1)[C:5]([NH:7][C:8]1[S:9][C:10]2[C:16]([N:17]3[CH2:22][CH2:21][O:20][CH2:19][CH2:18]3)=[CH:15][CH:14]=[C:13]([O:23][CH3:24])[C:11]=2[N:12]=1)=[O:6].C(=O)([O-])[O-].[Cs+].[Cs+].Cl.[CH3:35][O:36][CH:37]1[CH2:40][NH:39][CH2:38]1. (7) Given the product [C:1]([O:5][C:6]([NH:8][C:9]1[C:10]([C:14]2[N:19]=[C:18]([C:20]([O:22][CH3:23])=[O:21])[C:17]([O:24][C:25](=[O:30])[C:26]([CH3:29])([CH3:28])[CH3:27])=[C:16]([O:31][CH3:32])[N:15]=2)=[CH:11][S:12][CH:13]=1)=[O:7])([CH3:4])([CH3:2])[CH3:3], predict the reactants needed to synthesize it. The reactants are: [C:1]([O:5][C:6]([NH:8][C:9]1[C:10]([C:14]2[N:19]=[C:18]([C:20]([O:22][CH3:23])=[O:21])[C:17]([O:24][C:25](=[O:30])[C:26]([CH3:29])([CH3:28])[CH3:27])=[C:16]([OH:31])[N:15]=2)=[CH:11][S:12][CH:13]=1)=[O:7])([CH3:4])([CH3:3])[CH3:2].[C:32](=O)([O-])[O-].[Cs+].[Cs+].IC.